Dataset: NCI-60 drug combinations with 297,098 pairs across 59 cell lines. Task: Regression. Given two drug SMILES strings and cell line genomic features, predict the synergy score measuring deviation from expected non-interaction effect. (1) Drug 1: C1CCC(C1)C(CC#N)N2C=C(C=N2)C3=C4C=CNC4=NC=N3. Drug 2: CC12CCC(CC1=CCC3C2CCC4(C3CC=C4C5=CN=CC=C5)C)O. Cell line: 786-0. Synergy scores: CSS=7.99, Synergy_ZIP=-3.05, Synergy_Bliss=2.27, Synergy_Loewe=-1.16, Synergy_HSA=2.34. (2) Drug 1: CC12CCC(CC1=CCC3C2CCC4(C3CC=C4C5=CN=CC=C5)C)O. Drug 2: CC12CCC3C(C1CCC2O)C(CC4=C3C=CC(=C4)O)CCCCCCCCCS(=O)CCCC(C(F)(F)F)(F)F. Cell line: SW-620. Synergy scores: CSS=3.30, Synergy_ZIP=0.311, Synergy_Bliss=-1.35, Synergy_Loewe=-1.88, Synergy_HSA=-2.95. (3) Drug 1: CN(C(=O)NC(C=O)C(C(C(CO)O)O)O)N=O. Drug 2: C1C(C(OC1N2C=NC3=C2NC=NCC3O)CO)O. Cell line: UO-31. Synergy scores: CSS=41.0, Synergy_ZIP=-0.254, Synergy_Bliss=-0.913, Synergy_Loewe=0.957, Synergy_HSA=-0.620. (4) Drug 1: CC1=C(C(CCC1)(C)C)C=CC(=CC=CC(=CC(=O)O)C)C. Drug 2: CC1=C(N=C(N=C1N)C(CC(=O)N)NCC(C(=O)N)N)C(=O)NC(C(C2=CN=CN2)OC3C(C(C(C(O3)CO)O)O)OC4C(C(C(C(O4)CO)O)OC(=O)N)O)C(=O)NC(C)C(C(C)C(=O)NC(C(C)O)C(=O)NCCC5=NC(=CS5)C6=NC(=CS6)C(=O)NCCC[S+](C)C)O. Cell line: SF-268. Synergy scores: CSS=20.6, Synergy_ZIP=-8.28, Synergy_Bliss=-1.79, Synergy_Loewe=-6.31, Synergy_HSA=1.33.